Task: Predict the product of the given reaction.. Dataset: Forward reaction prediction with 1.9M reactions from USPTO patents (1976-2016) (1) Given the reactants [Cl:1][C:2]1[N:7]=[C:6]([NH:8][C:9]2[CH:10]=[C:11]([NH:15][S:16]([C:19]3[CH:24]=[CH:23][CH:22]=[C:21]([N+:25]([O-])=O)[CH:20]=3)(=[O:18])=[O:17])[CH:12]=[CH:13][CH:14]=2)[C:5]([Cl:28])=[CH:4][N:3]=1, predict the reaction product. The product is: [NH2:25][C:21]1[CH:20]=[C:19]([S:16]([NH:15][C:11]2[CH:12]=[CH:13][CH:14]=[C:9]([NH:8][C:6]3[C:5]([Cl:28])=[CH:4][N:3]=[C:2]([Cl:1])[N:7]=3)[CH:10]=2)(=[O:17])=[O:18])[CH:24]=[CH:23][CH:22]=1. (2) Given the reactants [F:1][C:2]1[CH:3]=[C:4]([C:8]2[C@:9]3([CH2:25][CH2:24][C@H:23]4[C@@H:14]([CH2:15][CH2:16][C:17]5[CH:18]=[C:19]([C:26]([OH:28])=O)[CH:20]=[CH:21][C:22]=54)[C@@H:11]3[CH2:12][CH:13]=2)[CH3:10])[CH:5]=[N:6][CH:7]=1.Cl.[NH2:30][C@H:31]1[CH2:35][CH2:34][CH2:33][C@H:32]1[OH:36], predict the reaction product. The product is: [F:1][C:2]1[CH:3]=[C:4]([C:8]2[C@:9]3([CH2:25][CH2:24][C@H:23]4[C@@H:14]([CH2:15][CH2:16][C:17]5[CH:18]=[C:19]([C:26]([NH:30][C@H:31]6[CH2:35][CH2:34][CH2:33][C@H:32]6[OH:36])=[O:28])[CH:20]=[CH:21][C:22]=54)[C@@H:11]3[CH2:12][CH:13]=2)[CH3:10])[CH:5]=[N:6][CH:7]=1. (3) Given the reactants [CH3:1][C:2]1[CH:10]=[CH:9][C:5]([C:6]([OH:8])=O)=[CH:4][C:3]=1[N:11]1[CH:20]=[CH:19][C:18]2[C:13](=[CH:14][C:15]([CH2:21][CH2:22][CH2:23][N:24]3[CH2:29][CH2:28][O:27][CH2:26][CH2:25]3)=[CH:16][CH:17]=2)[C:12]1=[O:30].C(Cl)(=O)C(Cl)=O.CN(C=O)C.[NH2:42][C:43]1[CH:47]=[CH:46][O:45][N:44]=1, predict the reaction product. The product is: [O:45]1[CH:46]=[CH:47][C:43]([NH:42][C:6](=[O:8])[C:5]2[CH:9]=[CH:10][C:2]([CH3:1])=[C:3]([N:11]3[CH:20]=[CH:19][C:18]4[C:13](=[CH:14][C:15]([CH2:21][CH2:22][CH2:23][N:24]5[CH2:25][CH2:26][O:27][CH2:28][CH2:29]5)=[CH:16][CH:17]=4)[C:12]3=[O:30])[CH:4]=2)=[N:44]1. (4) Given the reactants [CH2:1]([O:3][C:4](=[O:17])[C:5]1[CH:10]=[CH:9][C:8]([N:11]2[CH2:16][CH2:15][NH:14][CH2:13][CH2:12]2)=[N:7][CH:6]=1)[CH3:2].[Cl:18][C:19]1[C:28]2[C:23](=[CH:24][CH:25]=[CH:26][CH:27]=2)[C:22](Cl)=[N:21][N:20]=1.C(N(CC)CC)C.CN1C(=O)CCC1, predict the reaction product. The product is: [CH2:1]([O:3][C:4](=[O:17])[C:5]1[CH:10]=[CH:9][C:8]([N:11]2[CH2:12][CH2:13][N:14]([C:22]3[C:23]4[C:28](=[CH:27][CH:26]=[CH:25][CH:24]=4)[C:19]([Cl:18])=[N:20][N:21]=3)[CH2:15][CH2:16]2)=[N:7][CH:6]=1)[CH3:2]. (5) Given the reactants [CH3:1][C:2]1([CH3:21])[C@H:4](/[CH:5]=[C:6](\[CH3:13])/[CH:7]=[N:8][O:9][CH2:10][C:11]#[CH:12])[C@H:3]1[C:14]([O:16]C(C)(C)C)=[O:15].C1(C)C=CC(S(O)(=O)=O)=CC=1, predict the reaction product. The product is: [CH3:1][C:2]1([CH3:21])[C@H:4](/[CH:5]=[C:6](\[CH3:13])/[CH:7]=[N:8][O:9][CH2:10][C:11]#[CH:12])[C@H:3]1[C:14]([OH:16])=[O:15]. (6) Given the reactants [NH2:1][CH2:2][CH2:3][N:4]1[CH2:9][CH2:8][N:7]([CH2:10]/[CH:11]=[CH:12]/[C:13]([N:15]2[CH2:20][CH2:19][CH:18]([N:21]3[C:29]4[C:28]([O:30][C:31]5[CH:36]=[CH:35][C:34]([O:37][C:38]6[CH:43]=[CH:42][CH:41]=[CH:40][CH:39]=6)=[CH:33][CH:32]=5)=[N:27][CH:26]=[N:25][C:24]=4[CH:23]=[CH:22]3)[CH2:17][CH2:16]2)=[O:14])[CH2:6][CH2:5]1.[C:44]([O:48][C:49]([NH:51][CH2:52][CH2:53][O:54][CH2:55][CH2:56][O:57][CH2:58][CH2:59][O:60][CH2:61][CH2:62][O:63][CH2:64][CH2:65][C:66](O)=[O:67])=[O:50])([CH3:47])([CH3:46])[CH3:45].C(N(CC)CC)C.C(P1(=O)OP(CCC)(=O)OP(CCC)(=O)O1)CC, predict the reaction product. The product is: [C:44]([O:48][C:49](=[O:50])[NH:51][CH2:52][CH2:53][O:54][CH2:55][CH2:56][O:57][CH2:58][CH2:59][O:60][CH2:61][CH2:62][O:63][CH2:64][CH2:65][C:66](=[O:67])[NH:1][CH2:2][CH2:3][N:4]1[CH2:9][CH2:8][N:7]([CH2:10]/[CH:11]=[CH:12]/[C:13](=[O:14])[N:15]2[CH2:16][CH2:17][CH:18]([N:21]3[C:29]4[C:28]([O:30][C:31]5[CH:32]=[CH:33][C:34]([O:37][C:38]6[CH:39]=[CH:40][CH:41]=[CH:42][CH:43]=6)=[CH:35][CH:36]=5)=[N:27][CH:26]=[N:25][C:24]=4[CH:23]=[CH:22]3)[CH2:19][CH2:20]2)[CH2:6][CH2:5]1)([CH3:47])([CH3:45])[CH3:46].